From a dataset of Catalyst prediction with 721,799 reactions and 888 catalyst types from USPTO. Predict which catalyst facilitates the given reaction. (1) Reactant: [CH3:1][C:2]1[CH:3]=[C:4]2[C:8](=[C:9]([NH:11][CH:12]3[CH2:17][CH2:16][CH:15]([C:18]([OH:20])=O)[CH2:14][CH2:13]3)[CH:10]=1)[NH:7][C:6]([C:21]1[CH:26]=[CH:25][CH:24]=[CH:23][CH:22]=1)=[CH:5]2.[N:27]1([CH2:33][CH2:34][NH2:35])[CH2:32][CH2:31][O:30][CH2:29][CH2:28]1.C(Cl)CCl.C1C=CC2N(O)N=NC=2C=1.[Cl-].[Na+]. Product: [N:27]1([CH2:33][CH2:34][NH:35][C:18]([CH:15]2[CH2:16][CH2:17][CH:12]([NH:11][C:9]3[CH:10]=[C:2]([CH3:1])[CH:3]=[C:4]4[C:8]=3[NH:7][C:6]([C:21]3[CH:22]=[CH:23][CH:24]=[CH:25][CH:26]=3)=[CH:5]4)[CH2:13][CH2:14]2)=[O:20])[CH2:32][CH2:31][O:30][CH2:29][CH2:28]1. The catalyst class is: 9. (2) Reactant: Cl[C:2]1[N:7]=[C:6]([C:8]2[S:9][CH:10]=[CH:11][CH:12]=2)[CH:5]=[CH:4][N:3]=1.[NH2:13][C:14]1[CH:22]=[CH:21][C:17]([C:18]([OH:20])=[O:19])=[C:16]([Cl:23])[CH:15]=1.CC1(C)C2C(=C(P(C3C=CC=CC=3)C3C=CC=CC=3)C=CC=2)OC2C(P(C3C=CC=CC=3)C3C=CC=CC=3)=CC=CC1=2.C([O-])([O-])=O.[Cs+].[Cs+]. Product: [Cl:23][C:16]1[CH:15]=[C:14]([NH:13][C:2]2[N:7]=[C:6]([C:8]3[S:9][CH:10]=[CH:11][CH:12]=3)[CH:5]=[CH:4][N:3]=2)[CH:22]=[CH:21][C:17]=1[C:18]([OH:20])=[O:19]. The catalyst class is: 62. (3) The catalyst class is: 9. Reactant: [SH:1][C:2]1[CH:9]=[CH:8][CH:7]=[CH:6][C:3]=1[CH2:4][OH:5].Cl[C:11]1[CH:20]=[CH:19][C:18]2[C:13](=[CH:14][CH:15]=[C:16]([Cl:21])[CH:17]=2)[N:12]=1.C(=O)([O-])[O-].[K+].[K+].O. Product: [Cl:21][C:16]1[CH:17]=[C:18]2[C:13](=[CH:14][CH:15]=1)[N:12]=[C:11]([S:1][C:2]1[CH:9]=[CH:8][CH:7]=[CH:6][C:3]=1[CH2:4][OH:5])[CH:20]=[CH:19]2. (4) Reactant: [CH3:1][C:2]1[C:6]([CH2:7][OH:8])=[C:5]([CH3:9])[O:4][N:3]=1.CC(OI1(OC(C)=O)(OC(C)=O)OC(=O)C2C=CC=CC1=2)=O. Product: [CH3:1][C:2]1[C:6]([CH:7]=[O:8])=[C:5]([CH3:9])[O:4][N:3]=1. The catalyst class is: 2. (5) Reactant: Cl.O1CCOCC1.[Br:8][C:9]1[CH:14]=[C:13]([Cl:15])[CH:12]=[CH:11][C:10]=1[C@@H:16]([NH:26]C(=O)OC(C)(C)C)[C@@H:17]([C:19]1[CH:24]=[CH:23][CH:22]=[C:21]([Cl:25])[CH:20]=1)[OH:18]. Product: [NH2:26][C@H:16]([C:10]1[CH:11]=[CH:12][C:13]([Cl:15])=[CH:14][C:9]=1[Br:8])[C@@H:17]([C:19]1[CH:24]=[CH:23][CH:22]=[C:21]([Cl:25])[CH:20]=1)[OH:18]. The catalyst class is: 2. (6) Reactant: [Li+].[OH-].[S:3]1[C:7]2[CH:8]=[CH:9][CH:10]=[CH:11][C:6]=2[N:5]=[C:4]1[NH:12][C:13]([N:15]1[C:24]2[C:19](=[CH:20][CH:21]=[C:22]([C:25]3[N:30]=[C:29]([C:31]([O:33]C)=[O:32])[C:28]([O:35][CH2:36][CH2:37][CH2:38][O:39][C:40]4[CH:45]=[CH:44][CH:43]=[CH:42][CH:41]=4)=[CH:27][CH:26]=3)[CH:23]=2)[N:18]([CH3:46])[CH2:17][CH2:16]1)=[O:14].Cl. Product: [S:3]1[C:7]2[CH:8]=[CH:9][CH:10]=[CH:11][C:6]=2[N:5]=[C:4]1[NH:12][C:13]([N:15]1[C:24]2[C:19](=[CH:20][CH:21]=[C:22]([C:25]3[N:30]=[C:29]([C:31]([OH:33])=[O:32])[C:28]([O:35][CH2:36][CH2:37][CH2:38][O:39][C:40]4[CH:41]=[CH:42][CH:43]=[CH:44][CH:45]=4)=[CH:27][CH:26]=3)[CH:23]=2)[N:18]([CH3:46])[CH2:17][CH2:16]1)=[O:14]. The catalyst class is: 24. (7) Reactant: [C:1]12([OH:12])[CH2:10][CH:5]3[CH2:6][CH:7]([CH2:9][C:3]([OH:11])([CH2:4]3)[CH2:2]1)[CH2:8]2.[C:13](O)(=[O:16])[CH:14]=[CH2:15].COC1C=CC(O)=CC=1.S(=O)(=O)(O)O.O=O.[OH-].[Na+]. Product: [C:13]([O:12][C:1]12[CH2:10][CH:5]3[CH2:6][CH:7]([CH2:9][C:3]([OH:11])([CH2:4]3)[CH2:2]1)[CH2:8]2)(=[O:16])[CH:14]=[CH2:15]. The catalyst class is: 93.